This data is from Full USPTO retrosynthesis dataset with 1.9M reactions from patents (1976-2016). The task is: Predict the reactants needed to synthesize the given product. (1) Given the product [N:5]1[CH:4]=[C:3]([C:1]#[C:2][C:36]2[CH:35]=[C:15]([CH:14]=[CH:13][C:37]=2[CH3:38])[C:16]([NH:18][C:19]2[CH:24]=[CH:23][C:22]([N:25]3[CH:29]=[C:28]([CH3:30])[N:27]=[CH:26]3)=[C:21]([C:31]([F:32])([F:33])[F:34])[CH:20]=2)=[O:17])[N:7]2[C:6]=1[CH:11]=[CH:10][CH:9]=[N:8]2, predict the reactants needed to synthesize it. The reactants are: [C:1]([C:3]1[N:7]2[N:8]=[CH:9][CH:10]=[CH:11][C:6]2=[N:5][CH:4]=1)#[CH:2].I[C:13]1[CH:14]=[C:15]([CH:35]=[CH:36][C:37]=1[CH3:38])[C:16]([NH:18][C:19]1[CH:24]=[CH:23][C:22]([N:25]2[CH:29]=[C:28]([CH3:30])[N:27]=[CH:26]2)=[C:21]([C:31]([F:34])([F:33])[F:32])[CH:20]=1)=[O:17]. (2) Given the product [Cl:1][C:2]1[CH:7]=[C:6]([C:19]2[CH:18]=[CH:17][C:16]([O:15][C:14]3[CH:13]=[CH:12][C:11]([F:10])=[CH:32][CH:31]=3)=[CH:21][CH:20]=2)[N:5]=[C:4]([NH2:9])[CH:3]=1, predict the reactants needed to synthesize it. The reactants are: [Cl:1][C:2]1[CH:7]=[C:6](Cl)[N:5]=[C:4]([NH2:9])[CH:3]=1.[F:10][C:11]1[CH:32]=[CH:31][C:14]([O:15][C:16]2[CH:21]=[CH:20][C:19](B3OC(C)(C)C(C)(C)O3)=[CH:18][CH:17]=2)=[CH:13][CH:12]=1.C([O-])([O-])=O.[Na+].[Na+]. (3) Given the product [CH2:3]([C:6]1[C:7]([O:20][CH2:21][C:22]2[CH:27]=[CH:26][CH:25]=[CH:24][CH:23]=2)=[C:8]([C:12]2[C:17]([Cl:18])=[CH:16][CH:15]=[CH:14][C:13]=2[Cl:19])[CH:9]=[CH:10][CH:11]=1)[CH:4]=[CH2:5], predict the reactants needed to synthesize it. The reactants are: [H-].[Na+].[CH2:3]([C:6]1[CH:11]=[CH:10][CH:9]=[C:8]([C:12]2[C:17]([Cl:18])=[CH:16][CH:15]=[CH:14][C:13]=2[Cl:19])[C:7]=1[OH:20])[CH:4]=[CH2:5].[CH2:21](Br)[C:22]1[CH:27]=[CH:26][CH:25]=[CH:24][CH:23]=1. (4) Given the product [Br:1][C:2]1[CH:10]=[CH:9][C:8]([Br:11])=[CH:7][C:3]=1[C:4]([NH:28][NH:27][C:25](=[O:26])[C:24]1[CH:29]=[CH:30][C:21]([O:20][CH2:12][CH2:13][CH2:14][CH2:15][CH2:16][CH2:17][CH2:18][CH3:19])=[CH:22][CH:23]=1)=[O:5], predict the reactants needed to synthesize it. The reactants are: [Br:1][C:2]1[CH:10]=[CH:9][C:8]([Br:11])=[CH:7][C:3]=1[C:4](Cl)=[O:5].[CH2:12]([O:20][C:21]1[CH:30]=[CH:29][C:24]([C:25]([NH:27][NH2:28])=[O:26])=[CH:23][CH:22]=1)[CH2:13][CH2:14][CH2:15][CH2:16][CH2:17][CH2:18][CH3:19].C(N(CC)CC)C.